Dataset: Full USPTO retrosynthesis dataset with 1.9M reactions from patents (1976-2016). Task: Predict the reactants needed to synthesize the given product. (1) Given the product [CH2:16]([O:3][C:4]1[CH:5]=[C:6]([CH2:11][C:12]([O:14][CH3:15])=[O:13])[CH:7]=[C:8]([OH:10])[CH:9]=1)[C:17]1[CH:22]=[CH:21][CH:20]=[CH:19][CH:18]=1, predict the reactants needed to synthesize it. The reactants are: [H-].[Na+].[OH:3][C:4]1[CH:5]=[C:6]([CH2:11][C:12]([O:14][CH3:15])=[O:13])[CH:7]=[C:8]([OH:10])[CH:9]=1.[CH2:16](Cl)[C:17]1[CH:22]=[CH:21][CH:20]=[CH:19][CH:18]=1. (2) Given the product [NH2:8][C@:9]([CH3:29])([CH2:13][CH2:14][C:15]1[CH:16]=[CH:17][C:18]([O:21][CH2:22][CH2:23][CH2:24][CH2:25][CH2:26][CH2:27][CH3:28])=[CH:19][CH:20]=1)[C:10]([OH:12])=[O:11], predict the reactants needed to synthesize it. The reactants are: C(OC([NH:8][C@:9]([CH3:29])([CH2:13][CH2:14][C:15]1[CH:20]=[CH:19][C:18]([O:21][CH2:22][CH2:23][CH2:24][CH2:25][CH2:26][CH2:27][CH3:28])=[CH:17][CH:16]=1)[C:10]([OH:12])=[O:11])=O)(C)(C)C.FC(F)(F)C(O)=O. (3) Given the product [ClH:27].[O:15]1[C:4]2[C:3](=[CH:2][CH:7]=[CH:6][CH:5]=2)[C:12](=[O:22])[CH:13]=[CH:14]1, predict the reactants needed to synthesize it. The reactants are: O[C:2]1[CH:7]=[C:6](OC)[CH:5]=[C:4](OC)[C:3]=1[C:12](=[O:22])[CH2:13][C:14](C1C=CN=CC=1)=[O:15].C(O)(=O)C.[ClH:27].C([O-])(O)=O.[Na+]. (4) Given the product [CH3:1][S:2]([C:3]1[S:7][C:6]([C:8]2[CH:9]=[C:10]3[C:14](=[CH:15][CH:16]=2)[N:13]([C:17]([O:19][C:20]([CH3:23])([CH3:21])[CH3:22])=[O:18])[CH:12]=[C:11]3[C:24]2[CH:25]=[N:26][C:27]3[C:32]([CH:33]=2)=[CH:31][CH:30]=[CH:29][CH:28]=3)=[N:5][N:4]=1)(=[O:36])=[O:40], predict the reactants needed to synthesize it. The reactants are: [CH3:1][S:2][C:3]1[S:7][C:6]([C:8]2[CH:9]=[C:10]3[C:14](=[CH:15][CH:16]=2)[N:13]([C:17]([O:19][C:20]([CH3:23])([CH3:22])[CH3:21])=[O:18])[CH:12]=[C:11]3[C:24]2[CH:25]=[N:26][C:27]3[C:32]([CH:33]=2)=[CH:31][CH:30]=[CH:29][CH:28]=3)=[N:5][N:4]=1.CC(O)=[O:36].OO.[OH2:40]. (5) Given the product [Br:1][C:2]1[CH:3]=[CH:4][C:5]2[N:6]([CH3:15])[S:7](=[O:13])(=[O:14])/[C:8](=[CH:16]\[N:17]([CH3:19])[CH3:18])/[C:9](=[O:12])[C:10]=2[N:11]=1, predict the reactants needed to synthesize it. The reactants are: [Br:1][C:2]1[CH:3]=[CH:4][C:5]2[N:6]([CH3:15])[S:7](=[O:14])(=[O:13])[CH2:8][C:9](=[O:12])[C:10]=2[N:11]=1.[CH3:16][N:17]([CH:19](OC)OC)[CH3:18]. (6) Given the product [Cl:1][C:2]1[CH:7]=[CH:6][C:5]([CH2:8][NH:9][C:17]([C:16]2[CH:15]=[CH:14][CH:13]=[CH:12][C:11]=2[C:10]([OH:28])=[O:19])=[O:18])=[CH:4][C:3]=1[OH:20], predict the reactants needed to synthesize it. The reactants are: [Cl:1][C:2]1[CH:7]=[CH:6][C:5]([CH2:8][N:9]2[C:17](=[O:18])[C:16]3[C:11](=[CH:12][CH:13]=[CH:14][CH:15]=3)[C:10]2=[O:19])=[CH:4][C:3]=1[O:20]C.B(Br)(Br)Br.CC[O:28]C(C)=O. (7) Given the product [Cl:30][C:3]1[CH:4]=[C:5]([O:6][C:7]2[C:16]3[C:11](=[CH:12][C:13]([O:19][CH2:20][CH:21]4[CH2:26][CH2:25][CH2:24][N:23]([CH3:27])[CH2:22]4)=[C:14]([C:17]#[N:18])[CH:15]=3)[N:10]=[CH:9][CH:8]=2)[CH:28]=[CH:29][C:2]=1[NH:1][C:36]([NH:31][CH:32]1[CH2:34][CH2:33]1)=[O:43], predict the reactants needed to synthesize it. The reactants are: [NH2:1][C:2]1[CH:29]=[CH:28][C:5]([O:6][C:7]2[C:16]3[C:11](=[CH:12][C:13]([O:19][CH2:20][CH:21]4[CH2:26][CH2:25][CH2:24][N:23]([CH3:27])[CH2:22]4)=[C:14]([C:17]#[N:18])[CH:15]=3)[N:10]=[CH:9][CH:8]=2)=[CH:4][C:3]=1[Cl:30].[N:31]1[CH:36]=C[CH:34]=[CH:33][CH:32]=1.C1([O:43]C(Cl)=O)C=CC=CC=1.C1(N)CC1.C(=O)(O)[O-].[Na+]. (8) Given the product [CH3:1][CH2:2][CH3:3].[CH2:1]=[CH:2][CH3:3].[CH:1]([CH:2]=[CH2:3])=[O:4], predict the reactants needed to synthesize it. The reactants are: [C:1](O)(=[O:4])[CH:2]=[CH2:3]. (9) Given the product [CH3:9][C:4]1[CH:3]=[C:2]([C:34]2[N:39]=[C:38]([N:40]3[CH2:45][CH2:44][O:43][CH2:42][C@@H:41]3[CH3:46])[CH:37]=[C:36]([CH2:47][S:48]([CH3:51])(=[O:49])=[O:50])[N:35]=2)[CH:8]=[CH:7][C:5]=1[NH2:6], predict the reactants needed to synthesize it. The reactants are: Br[C:2]1[CH:8]=[CH:7][C:5]([NH2:6])=[C:4]([CH3:9])[CH:3]=1.C([O-])(=O)C.[K+].CC1(C)C(C)(C)OB(B2OC(C)(C)C(C)(C)O2)O1.Cl[C:34]1[N:39]=[C:38]([N:40]2[CH2:45][CH2:44][O:43][CH2:42][C@@H:41]2[CH3:46])[CH:37]=[C:36]([CH2:47][S:48]([CH3:51])(=[O:50])=[O:49])[N:35]=1.C(=O)([O-])[O-].[Na+].[Na+]. (10) Given the product [Cl:1][C:2]1[CH:3]=[C:4]([CH:23]=[CH:24][C:25]=1[Cl:26])[CH2:5][N:6]1[C:14]2[C:9](=[CH:10][C:11]([NH:15][C:16](=[O:18])[CH3:17])=[CH:12][CH:13]=2)[CH:8]=[C:7]1[C:19]([OH:21])=[O:20], predict the reactants needed to synthesize it. The reactants are: [Cl:1][C:2]1[CH:3]=[C:4]([CH:23]=[CH:24][C:25]=1[Cl:26])[CH2:5][N:6]1[C:14]2[C:9](=[CH:10][C:11]([NH:15][C:16](=[O:18])[CH3:17])=[CH:12][CH:13]=2)[CH:8]=[C:7]1[C:19]([O:21]C)=[O:20].[I-].[Li+].Cl.